Dataset: Full USPTO retrosynthesis dataset with 1.9M reactions from patents (1976-2016). Task: Predict the reactants needed to synthesize the given product. (1) Given the product [CH3:23][N:9]([C:6]1[CH:5]=[CH:4][C:3]([O:2][CH3:1])=[CH:8][CH:7]=1)[C:10]1[S:11][CH:12]=[C:13]([C:15]2[CH:20]=[CH:19][N:18]=[CH:17][CH:16]=2)[N:14]=1, predict the reactants needed to synthesize it. The reactants are: [CH3:1][O:2][C:3]1[CH:8]=[CH:7][C:6]([NH:9][C:10]2[S:11][CH:12]=[C:13]([C:15]3[CH:20]=[CH:19][N:18]=[CH:17][CH:16]=3)[N:14]=2)=[CH:5][CH:4]=1.[H-].[Na+].[CH3:23]I. (2) Given the product [CH2:1]([O:3][C:4](=[O:39])[CH:5]([C:6]1[CH:11]=[CH:10][C:9]([O:12][CH3:13])=[C:8]([O:14][C:15]2[CH:20]=[CH:19][C:18]([C:21]([F:23])([F:24])[F:22])=[CH:17][C:16]=2[CH2:25][N:26]2[C@@H:30]([CH3:31])[C@@H:29]([C:32]3[CH:33]=[CH:34][CH:35]=[CH:36][CH:37]=3)[O:28][C:27]2=[O:38])[CH:7]=1)[CH3:42])[CH3:2], predict the reactants needed to synthesize it. The reactants are: [CH2:1]([O:3][C:4](=[O:39])[CH2:5][C:6]1[CH:11]=[CH:10][C:9]([O:12][CH3:13])=[C:8]([O:14][C:15]2[CH:20]=[CH:19][C:18]([C:21]([F:24])([F:23])[F:22])=[CH:17][C:16]=2[CH2:25][N:26]2[C@@H:30]([CH3:31])[C@@H:29]([C:32]3[CH:37]=[CH:36][CH:35]=[CH:34][CH:33]=3)[O:28][C:27]2=[O:38])[CH:7]=1)[CH3:2].IC.[CH3:42][Si]([N-][Si](C)(C)C)(C)C.[Na+]. (3) The reactants are: [NH2:1][C:2]1[C:9]([I:10])=[CH:8][C:5]([C:6]#[N:7])=[C:4]([C:11]([F:14])([F:13])[F:12])[CH:3]=1.CC(C)([O-])C.[K+].[CH3:21][S:22](Cl)(=[O:24])=[O:23]. Given the product [C:6]([C:5]1[C:4]([C:11]([F:14])([F:12])[F:13])=[CH:3][C:2]([NH:1][S:22]([CH3:21])(=[O:24])=[O:23])=[C:9]([I:10])[CH:8]=1)#[N:7], predict the reactants needed to synthesize it. (4) Given the product [Br:26][C:27]1[CH:28]=[C:29]([CH2:34][C:10](=[O:12])[CH2:9][C:8]([O:7][CH2:5][CH3:6])=[O:13])[CH:30]=[CH:31][C:32]=1[F:33], predict the reactants needed to synthesize it. The reactants are: [Cl-].[Mg+2].[Cl-].[K+].[CH2:5]([O:7][C:8](=[O:13])[CH2:9][C:10]([O-:12])=O)[CH3:6].C(N1C=CN=C1)(N1C=CN=C1)=O.[Br:26][C:27]1[CH:28]=[C:29]([CH2:34]C(O)=O)[CH:30]=[CH:31][C:32]=1[F:33].Cl. (5) Given the product [C:54]([O:53][C:52]([NH:51][CH2:50][C:49]1[CH:48]=[CH:47][C:46]([S:42]([NH:43][C:39](=[O:40])[CH2:38][CH2:37][C:32]2[CH:33]=[CH:34][CH:35]=[CH:36][C:31]=2[NH:30][C:28](=[O:29])[CH2:27][NH:26][C:24](=[O:25])[CH2:23][CH2:22][CH2:21][CH2:20][CH2:19][NH:18][C:16](=[O:17])[O:15][CH2:14][CH:12]2[C:13]3[CH:1]=[CH:2][CH:3]=[CH:4][C:5]=3[C:6]3[C:11]2=[CH:10][CH:9]=[CH:8][CH:7]=3)(=[O:44])=[O:45])=[CH:60][CH:59]=1)=[O:58])([CH3:56])([CH3:57])[CH3:55], predict the reactants needed to synthesize it. The reactants are: [CH:1]1[C:13]2[CH:12]([CH2:14][O:15][C:16]([NH:18][CH2:19][CH2:20][CH2:21][CH2:22][CH2:23][C:24]([NH:26][CH2:27][C:28]([NH:30][C:31]3[CH:36]=[CH:35][CH:34]=[CH:33][C:32]=3[CH2:37][CH2:38][C:39](O)=[O:40])=[O:29])=[O:25])=[O:17])[C:11]3[C:6](=[CH:7][CH:8]=[CH:9][CH:10]=3)[C:5]=2[CH:4]=[CH:3][CH:2]=1.[S:42]([C:46]1[CH:60]=[CH:59][C:49]([CH2:50][NH:51][C:52](=[O:58])[O:53][C:54]([CH3:57])([CH3:56])[CH3:55])=[CH:48][CH:47]=1)(=[O:45])(=[O:44])[NH2:43].Cl.CN(C)CCCN=C=NCC.C(O)(=O)CC(CC(O)=O)(C(O)=O)O. (6) Given the product [CH:1]([C:4]1[CH:5]=[CH:6][C:7]([CH:10]2[C:14]3[C:15]([CH3:21])=[C:16]([NH:20][CH:28]=[O:30])[C:17]([CH3:19])=[CH:18][C:13]=3[O:12][CH2:11]2)=[CH:8][CH:9]=1)([CH3:3])[CH3:2], predict the reactants needed to synthesize it. The reactants are: [CH:1]([C:4]1[CH:9]=[CH:8][C:7]([CH:10]2[C:14]3[C:15]([CH3:21])=[C:16]([NH2:20])[C:17]([CH3:19])=[CH:18][C:13]=3[O:12][CH2:11]2)=[CH:6][CH:5]=1)([CH3:3])[CH3:2].CCCCCC.[C:28](OCC)(=[O:30])C.